Dataset: Peptide-MHC class II binding affinity with 134,281 pairs from IEDB. Task: Regression. Given a peptide amino acid sequence and an MHC pseudo amino acid sequence, predict their binding affinity value. This is MHC class II binding data. The peptide sequence is GVWVLAEPTKGKNER. The MHC is H-2-IAb with pseudo-sequence H-2-IAb. The binding affinity (normalized) is 0.364.